The task is: Predict the product of the given reaction.. This data is from Forward reaction prediction with 1.9M reactions from USPTO patents (1976-2016). (1) Given the reactants [CH:1]1[C:13]2[N:12]([CH:14]3[C:23]4[C:18](=[CH:19][CH:20]=[CH:21][CH:22]=4)[N:17]([C:24](=[O:35])[C:25]4[CH:30]=[CH:29][C:28]([O:31][CH3:32])=[C:27]([O:33][CH3:34])[CH:26]=4)[CH:16]([CH2:36][CH2:37][CH2:38][CH2:39][C:40](O)=[O:41])[CH2:15]3)C3C(=CC=CC=3)[C:5]=2[CH:4]=[CH:3][CH:2]=1.[CH2:43]([NH2:46])[CH2:44][CH3:45], predict the reaction product. The product is: [CH:1]1[C:13]2[N:12]([CH:14]3[C:23]4[C:18](=[CH:19][CH:20]=[CH:21][CH:22]=4)[N:17]([C:24](=[O:35])[C:25]4[CH:30]=[CH:29][C:28]([O:31][CH3:32])=[C:27]([O:33][CH3:34])[CH:26]=4)[CH:16]([CH2:36][CH2:37][CH2:38][CH2:39][C:40]([NH:46][CH2:43][CH2:44][CH3:45])=[O:41])[CH2:15]3)[C:13]3[C:5](=[CH:4][CH:3]=[CH:2][CH:1]=3)[C:5]=2[CH:4]=[CH:3][CH:2]=1. (2) Given the reactants [CH3:1][S:2]([N:5]1[CH2:10][CH:9]=[C:8]([C:11]2[CH:12]=[C:13]3[CH2:19][C@:18]([CH3:26])([CH:20]4[CH2:25][CH2:24][NH:23][CH2:22][CH2:21]4)[O:17][C:14]3=[CH:15][N:16]=2)[CH2:7][CH2:6]1)(=[O:4])=[O:3].[F:27][C:28]([F:45])([F:44])[C@H:29]([O:31][C:32](=O)[O:33]C1C=CC([N+]([O-])=O)=CC=1)[CH3:30], predict the reaction product. The product is: [F:27][C:28]([F:45])([F:44])[C@H:29]([O:31][C:32]([N:23]1[CH2:24][CH2:25][CH:20]([C@:18]2([CH3:26])[O:17][C:14]3=[CH:15][N:16]=[C:11]([C:8]4[CH2:9][CH2:10][N:5]([S:2]([CH3:1])(=[O:3])=[O:4])[CH2:6][CH:7]=4)[CH:12]=[C:13]3[CH2:19]2)[CH2:21][CH2:22]1)=[O:33])[CH3:30]. (3) Given the reactants [CH2:1](I)[CH3:2].[CH:4]12[NH:12][CH:8]([CH2:9][CH2:10][CH2:11]1)[CH2:7][CH:6]([NH:13][C:14](=[O:20])[O:15][C:16]([CH3:19])([CH3:18])[CH3:17])[CH2:5]2, predict the reaction product. The product is: [CH2:1]([N:12]1[CH:4]2[CH2:11][CH2:10][CH2:9][CH:8]1[CH2:7][CH:6]([NH:13][C:14](=[O:20])[O:15][C:16]([CH3:17])([CH3:19])[CH3:18])[CH2:5]2)[CH3:2].